Dataset: NCI-60 drug combinations with 297,098 pairs across 59 cell lines. Task: Regression. Given two drug SMILES strings and cell line genomic features, predict the synergy score measuring deviation from expected non-interaction effect. (1) Drug 1: C1C(C(OC1N2C=C(C(=O)NC2=O)F)CO)O. Drug 2: CC1CCC2CC(C(=CC=CC=CC(CC(C(=O)C(C(C(=CC(C(=O)CC(OC(=O)C3CCCCN3C(=O)C(=O)C1(O2)O)C(C)CC4CCC(C(C4)OC)OCCO)C)C)O)OC)C)C)C)OC. Cell line: HCT116. Synergy scores: CSS=10.8, Synergy_ZIP=-9.70, Synergy_Bliss=-5.62, Synergy_Loewe=-21.4, Synergy_HSA=-6.20. (2) Drug 1: C1CN1C2=NC(=NC(=N2)N3CC3)N4CC4. Drug 2: C(CCl)NC(=O)N(CCCl)N=O. Cell line: KM12. Synergy scores: CSS=27.3, Synergy_ZIP=-5.30, Synergy_Bliss=-0.474, Synergy_Loewe=-12.0, Synergy_HSA=0.647. (3) Drug 1: CC1=C2C(C(=O)C3(C(CC4C(C3C(C(C2(C)C)(CC1OC(=O)C(C(C5=CC=CC=C5)NC(=O)OC(C)(C)C)O)O)OC(=O)C6=CC=CC=C6)(CO4)OC(=O)C)OC)C)OC. Drug 2: CC1=C(C(=CC=C1)Cl)NC(=O)C2=CN=C(S2)NC3=CC(=NC(=N3)C)N4CCN(CC4)CCO. Cell line: BT-549. Synergy scores: CSS=51.5, Synergy_ZIP=3.36, Synergy_Bliss=2.71, Synergy_Loewe=-20.1, Synergy_HSA=2.59. (4) Drug 1: C1=NC2=C(N=C(N=C2N1C3C(C(C(O3)CO)O)F)Cl)N. Drug 2: CC1CCC2CC(C(=CC=CC=CC(CC(C(=O)C(C(C(=CC(C(=O)CC(OC(=O)C3CCCCN3C(=O)C(=O)C1(O2)O)C(C)CC4CCC(C(C4)OC)OCCO)C)C)O)OC)C)C)C)OC. Cell line: MDA-MB-231. Synergy scores: CSS=16.1, Synergy_ZIP=-9.35, Synergy_Bliss=-5.24, Synergy_Loewe=-10.2, Synergy_HSA=-3.80. (5) Drug 1: CCC1(CC2CC(C3=C(CCN(C2)C1)C4=CC=CC=C4N3)(C5=C(C=C6C(=C5)C78CCN9C7C(C=CC9)(C(C(C8N6C=O)(C(=O)OC)O)OC(=O)C)CC)OC)C(=O)OC)O.OS(=O)(=O)O. Drug 2: CC1=C(C=C(C=C1)NC(=O)C2=CC=C(C=C2)CN3CCN(CC3)C)NC4=NC=CC(=N4)C5=CN=CC=C5. Cell line: HCT116. Synergy scores: CSS=16.7, Synergy_ZIP=-11.4, Synergy_Bliss=-16.9, Synergy_Loewe=-49.6, Synergy_HSA=-20.3.